Dataset: hERG potassium channel inhibition data for cardiac toxicity prediction from Karim et al.. Task: Regression/Classification. Given a drug SMILES string, predict its toxicity properties. Task type varies by dataset: regression for continuous values (e.g., LD50, hERG inhibition percentage) or binary classification for toxic/non-toxic outcomes (e.g., AMES mutagenicity, cardiotoxicity, hepatotoxicity). Dataset: herg_karim. (1) The compound is CC(C)(O)[C@H]1C=CC([C@H](c2cc[n+]([O-])cc2)c2ccc(OC(F)F)c(OC(F)F)c2)=CN1. The result is 0 (non-blocker). (2) The molecule is C[C@@H]1CCCN1CCc1ccc2cc(-n3ncccc3=O)ccc2c1. The result is 1 (blocker). (3) The compound is CN1CCC(Cc2ccc3c(c2)Cc2c-3n[nH]c2-c2csc(C#CCOc3ccccc3)c2)CC1. The result is 1 (blocker). (4) The drug is N#Cc1ccc(S(=O)(=O)NCCN2CC3CN(CCOCc4ccccc4F)CC(C2)O3)cc1. The result is 0 (non-blocker). (5) The compound is O=C(CNC(=O)c1cccc(C(F)(F)F)c1)NC1CN([C@H]2CC[C@](O)(c3ccccc3)CC2)C1. The result is 0 (non-blocker).